Predict the product of the given reaction. From a dataset of Forward reaction prediction with 1.9M reactions from USPTO patents (1976-2016). Given the reactants Br[C:2]1[CH:3]=[C:4]([N:8]2[CH2:12][CH2:11][C:10]([CH3:14])([CH3:13])[CH2:9]2)[CH:5]=[CH:6][CH:7]=1.C([Li])(C)(C)C.C(O[B:24]1[O:28][C:27]([CH3:30])([CH3:29])[C:26]([CH3:32])([CH3:31])[O:25]1)(C)C, predict the reaction product. The product is: [CH3:13][C:10]1([CH3:14])[CH2:11][CH2:12][N:8]([C:4]2[CH:5]=[CH:6][CH:7]=[C:2]([B:24]3[O:28][C:27]([CH3:30])([CH3:29])[C:26]([CH3:32])([CH3:31])[O:25]3)[CH:3]=2)[CH2:9]1.